Dataset: Peptide-MHC class I binding affinity with 185,985 pairs from IEDB/IMGT. Task: Regression. Given a peptide amino acid sequence and an MHC pseudo amino acid sequence, predict their binding affinity value. This is MHC class I binding data. (1) The peptide sequence is KVLNPYMPSV. The MHC is HLA-A02:06 with pseudo-sequence HLA-A02:06. The binding affinity (normalized) is 0.841. (2) The peptide sequence is SFQQPLQQY. The MHC is HLA-A11:01 with pseudo-sequence HLA-A11:01. The binding affinity (normalized) is 0.154. (3) The binding affinity (normalized) is 0. The peptide sequence is VSFQQPQQQY. The MHC is HLA-A31:01 with pseudo-sequence HLA-A31:01. (4) The peptide sequence is MGKTITDVK. The MHC is HLA-B15:17 with pseudo-sequence HLA-B15:17. The binding affinity (normalized) is 0.0847. (5) The peptide sequence is RMLINRFTMR. The MHC is HLA-A31:01 with pseudo-sequence HLA-A31:01. The binding affinity (normalized) is 0.754. (6) The peptide sequence is ILKEHVSRY. The MHC is HLA-A03:01 with pseudo-sequence HLA-A03:01. The binding affinity (normalized) is 0.255.